This data is from Reaction yield outcomes from USPTO patents with 853,638 reactions. The task is: Predict the reaction yield, written as a fraction of the theoretical maximum amount of product (1.0 means a 100% yield; for example, 0.34 means a 34% yield). (1) The reactants are Br[CH2:2][C:3]([O:5][CH3:6])=[O:4].[OH:7][C:8]1[CH:13]=[CH:12][C:11]([C:14]([C:23]2[CH:28]=[CH:27][C:26]([OH:29])=[CH:25][CH:24]=2)([C:16]2[CH:21]=[CH:20][C:19]([OH:22])=[CH:18][CH:17]=2)[CH3:15])=[CH:10][CH:9]=1. The catalyst is [I-].[K+].CC(C)=O. The product is [OH:7][C:8]1[CH:13]=[CH:12][C:11]([C:14]([C:16]2[CH:17]=[CH:18][C:19]([OH:22])=[CH:20][CH:21]=2)([C:23]2[CH:28]=[CH:27][C:26]([O:29][CH2:2][C:3]([O:5][CH3:6])=[O:4])=[CH:25][CH:24]=2)[CH3:15])=[CH:10][CH:9]=1. The yield is 0.850. (2) The reactants are [OH:1][C:2]1[CH:11]=[CH:10][CH:9]=[C:8]2[C:3]=1[CH2:4][CH2:5][N:6]([C:12]([O:14][C:15]([CH3:18])([CH3:17])[CH3:16])=[O:13])[CH2:7]2.C([O-])([O-])=O.[K+].[K+].Br[CH2:26][C:27]([O:29][CH2:30][CH3:31])=[O:28]. The catalyst is CC#N. The product is [CH2:30]([O:29][C:27]([CH2:26][O:1][C:2]1[CH:11]=[CH:10][CH:9]=[C:8]2[C:3]=1[CH2:4][CH2:5][N:6]([C:12]([O:14][C:15]([CH3:18])([CH3:17])[CH3:16])=[O:13])[CH2:7]2)=[O:28])[CH3:31]. The yield is 0.900. (3) The reactants are Br[C:2]1[C:3]([CH3:16])=[N:4][N:5]([C:7]2[CH:12]=[CH:11][N:10]=[C:9]3[NH:13][CH:14]=[CH:15][C:8]=23)[CH:6]=1.[C:17]([C:19]1[CH:20]=[C:21](B(O)O)[CH:22]=[CH:23][CH:24]=1)#[N:18].C(=O)([O-])[O-].[Na+].[Na+].COCCOC.O. The catalyst is C1C=CC([P]([Pd]([P](C2C=CC=CC=2)(C2C=CC=CC=2)C2C=CC=CC=2)([P](C2C=CC=CC=2)(C2C=CC=CC=2)C2C=CC=CC=2)[P](C2C=CC=CC=2)(C2C=CC=CC=2)C2C=CC=CC=2)(C2C=CC=CC=2)C2C=CC=CC=2)=CC=1. The product is [CH3:16][C:3]1[C:2]([C:23]2[CH:24]=[C:19]([CH:20]=[CH:21][CH:22]=2)[C:17]#[N:18])=[CH:6][N:5]([C:7]2[CH:12]=[CH:11][N:10]=[C:9]3[NH:13][CH:14]=[CH:15][C:8]=23)[N:4]=1. The yield is 0.440.